Dataset: Reaction yield outcomes from USPTO patents with 853,638 reactions. Task: Predict the reaction yield, written as a fraction of the theoretical maximum amount of product (1.0 means a 100% yield; for example, 0.34 means a 34% yield). (1) The product is [CH3:17][C:18]1[O:1][N:2]=[C:3]([CH2:4][C:5]2[CH:6]=[CH:7][C:8]([N+:11]([O-:13])=[O:12])=[CH:9][CH:10]=2)[N:14]=1. The yield is 0.370. The catalyst is O. The reactants are [OH:1][N:2]=[C:3]([NH2:14])[CH2:4][C:5]1[CH:10]=[CH:9][C:8]([N+:11]([O-:13])=[O:12])=[CH:7][CH:6]=1.CN(C)[C:17](=O)[CH3:18].C(Cl)(=O)C. (2) The reactants are O.[OH-].[Li+].C[O:5][C:6]([C:8]1[CH:13]=[N:12][C:11]([O:14][CH2:15][C:16]2[N:17]([CH3:28])[N:18]=[N:19][C:20]=2[C:21]2[CH:26]=[CH:25][C:24]([F:27])=[CH:23][CH:22]=2)=[CH:10][N:9]=1)=[O:7]. The catalyst is O.C1COCC1. The product is [F:27][C:24]1[CH:23]=[CH:22][C:21]([C:20]2[N:19]=[N:18][N:17]([CH3:28])[C:16]=2[CH2:15][O:14][C:11]2[N:12]=[CH:13][C:8]([C:6]([OH:7])=[O:5])=[N:9][CH:10]=2)=[CH:26][CH:25]=1. The yield is 0.960. (3) The reactants are [Br:1][C:2]1[N:3]=[C:4]([S:11][CH3:12])[C:5]2[N:6]([CH:8]=[CH:9][N:10]=2)[CH:7]=1.C1C(=O)N([I:20])C(=O)C1. The catalyst is CN(C=O)C. The product is [Br:1][C:2]1[N:3]=[C:4]([S:11][CH3:12])[C:5]2[N:6]([C:8]([I:20])=[CH:9][N:10]=2)[CH:7]=1. The yield is 0.801.